This data is from NCI-60 drug combinations with 297,098 pairs across 59 cell lines. The task is: Regression. Given two drug SMILES strings and cell line genomic features, predict the synergy score measuring deviation from expected non-interaction effect. (1) Drug 1: C1CN1P(=S)(N2CC2)N3CC3. Drug 2: CCC1(C2=C(COC1=O)C(=O)N3CC4=CC5=C(C=CC(=C5CN(C)C)O)N=C4C3=C2)O.Cl. Cell line: PC-3. Synergy scores: CSS=27.5, Synergy_ZIP=-5.06, Synergy_Bliss=-0.663, Synergy_Loewe=2.60, Synergy_HSA=4.25. (2) Drug 1: CC1=C2C(C(=O)C3(C(CC4C(C3C(C(C2(C)C)(CC1OC(=O)C(C(C5=CC=CC=C5)NC(=O)OC(C)(C)C)O)O)OC(=O)C6=CC=CC=C6)(CO4)OC(=O)C)OC)C)OC. Drug 2: CC1CCC2CC(C(=CC=CC=CC(CC(C(=O)C(C(C(=CC(C(=O)CC(OC(=O)C3CCCCN3C(=O)C(=O)C1(O2)O)C(C)CC4CCC(C(C4)OC)OCCO)C)C)O)OC)C)C)C)OC. Cell line: MOLT-4. Synergy scores: CSS=61.7, Synergy_ZIP=-4.42, Synergy_Bliss=-2.74, Synergy_Loewe=-3.52, Synergy_HSA=-0.894. (3) Drug 1: CC(C1=C(C=CC(=C1Cl)F)Cl)OC2=C(N=CC(=C2)C3=CN(N=C3)C4CCNCC4)N. Drug 2: C1=CC(=CC=C1CCCC(=O)O)N(CCCl)CCCl. Cell line: 786-0. Synergy scores: CSS=53.6, Synergy_ZIP=3.47, Synergy_Bliss=1.81, Synergy_Loewe=4.18, Synergy_HSA=2.21. (4) Drug 1: CCCS(=O)(=O)NC1=C(C(=C(C=C1)F)C(=O)C2=CNC3=C2C=C(C=N3)C4=CC=C(C=C4)Cl)F. Drug 2: C1C(C(OC1N2C=NC3=C(N=C(N=C32)Cl)N)CO)O. Cell line: NCI-H522. Synergy scores: CSS=6.48, Synergy_ZIP=-1.39, Synergy_Bliss=-0.106, Synergy_Loewe=-3.30, Synergy_HSA=-0.847. (5) Synergy scores: CSS=9.96, Synergy_ZIP=-3.23, Synergy_Bliss=-3.19, Synergy_Loewe=-57.5, Synergy_HSA=-3.47. Drug 1: CC1CCC2CC(C(=CC=CC=CC(CC(C(=O)C(C(C(=CC(C(=O)CC(OC(=O)C3CCCCN3C(=O)C(=O)C1(O2)O)C(C)CC4CCC(C(C4)OC)OCCO)C)C)O)OC)C)C)C)OC. Drug 2: C(CN)CNCCSP(=O)(O)O. Cell line: M14. (6) Drug 1: CCCS(=O)(=O)NC1=C(C(=C(C=C1)F)C(=O)C2=CNC3=C2C=C(C=N3)C4=CC=C(C=C4)Cl)F. Drug 2: C1=C(C(=O)NC(=O)N1)N(CCCl)CCCl. Cell line: HOP-92. Synergy scores: CSS=30.5, Synergy_ZIP=-5.11, Synergy_Bliss=-0.481, Synergy_Loewe=-3.12, Synergy_HSA=-1.40. (7) Drug 1: C1=CC(=CC=C1CC(C(=O)O)N)N(CCCl)CCCl.Cl. Drug 2: COC1=C2C(=CC3=C1OC=C3)C=CC(=O)O2. Cell line: SK-OV-3. Synergy scores: CSS=9.08, Synergy_ZIP=-0.544, Synergy_Bliss=2.82, Synergy_Loewe=0.826, Synergy_HSA=0.819. (8) Drug 1: CC1=C(C=C(C=C1)NC(=O)C2=CC=C(C=C2)CN3CCN(CC3)C)NC4=NC=CC(=N4)C5=CN=CC=C5. Drug 2: CC1CCC2CC(C(=CC=CC=CC(CC(C(=O)C(C(C(=CC(C(=O)CC(OC(=O)C3CCCCN3C(=O)C(=O)C1(O2)O)C(C)CC4CCC(C(C4)OC)O)C)C)O)OC)C)C)C)OC. Cell line: NCI-H460. Synergy scores: CSS=-0.889, Synergy_ZIP=2.42, Synergy_Bliss=2.55, Synergy_Loewe=-3.70, Synergy_HSA=-3.08.